Task: Predict the reaction yield, written as a fraction of the theoretical maximum amount of product (1.0 means a 100% yield; for example, 0.34 means a 34% yield).. Dataset: Reaction yield outcomes from USPTO patents with 853,638 reactions (1) The reactants are [NH:1]1[CH2:6][CH2:5][CH2:4][CH2:3][CH2:2]1.F[C:8]1[CH:13]=[CH:12][C:11]([N+:14]([O-:16])=[O:15])=[CH:10][CH:9]=1. The catalyst is CS(C)=O.O. The product is [N+:14]([C:11]1[CH:12]=[CH:13][C:8]([N:1]2[CH2:6][CH2:5][CH2:4][CH2:3][CH2:2]2)=[CH:9][CH:10]=1)([O-:16])=[O:15]. The yield is 0.750. (2) The reactants are COC1C=CC(C[NH:8][C:9]2[CH:14]=[C:13]([O:15][C:16]3[CH:21]=[CH:20][C:19]([NH:22][C:23]([C:25]4([C:28]([NH:30][C:31]5[CH:36]=[CH:35][C:34]([F:37])=[CH:33][CH:32]=5)=[O:29])[CH2:27][CH2:26]4)=[O:24])=[C:18]([F:38])[CH:17]=3)[CH:12]=[CH:11][N:10]=2)=CC=1.FC(F)(F)C(O)=O. The catalyst is C(Cl)Cl. The product is [NH2:8][C:9]1[CH:14]=[C:13]([O:15][C:16]2[CH:21]=[CH:20][C:19]([NH:22][C:23]([C:25]3([C:28]([NH:30][C:31]4[CH:32]=[CH:33][C:34]([F:37])=[CH:35][CH:36]=4)=[O:29])[CH2:27][CH2:26]3)=[O:24])=[C:18]([F:38])[CH:17]=2)[CH:12]=[CH:11][N:10]=1. The yield is 0.390. (3) The reactants are [Cl:1][C:2]1[CH:7]=[CH:6][C:5]([N:8]=[C:9]=[S:10])=[CH:4][CH:3]=1.[NH2:11][C:12]1[C:13]([C:18](OCC)=[O:19])=[N:14][CH:15]=[CH:16][CH:17]=1. The catalyst is C(#N)C. The product is [Cl:1][C:2]1[CH:7]=[CH:6][C:5]([N:8]2[C:18](=[O:19])[C:13]3[N:14]=[CH:15][CH:16]=[CH:17][C:12]=3[NH:11][C:9]2=[S:10])=[CH:4][CH:3]=1. The yield is 0.0450.